The task is: Predict the reaction yield, written as a fraction of the theoretical maximum amount of product (1.0 means a 100% yield; for example, 0.34 means a 34% yield).. This data is from Reaction yield outcomes from USPTO patents with 853,638 reactions. (1) The reactants are [F:1][C:2]1[C:7]([F:8])=[CH:6][CH:5]=[CH:4][C:3]=1[OH:9].N1C=CC=CC=1.[C:16](Cl)(=[O:18])[CH3:17]. The catalyst is ClCCl. The product is [C:16]([O:9][C:3]1[CH:4]=[CH:5][CH:6]=[C:7]([F:8])[C:2]=1[F:1])(=[O:18])[CH3:17]. The yield is 1.00. (2) The reactants are [CH3:1][CH:2]1[CH2:7][S:6][CH2:5][CH2:4][NH:3]1.[CH3:8][C:9]([O:12][C:13](O[C:13]([O:12][C:9]([CH3:11])([CH3:10])[CH3:8])=[O:14])=[O:14])([CH3:11])[CH3:10]. The catalyst is C1COCC1.CN(C1C=CN=CC=1)C. The product is [CH3:1][CH:2]1[CH2:7][S:6][CH2:5][CH2:4][N:3]1[C:13]([O:12][C:9]([CH3:11])([CH3:10])[CH3:8])=[O:14]. The yield is 0.510. (3) The reactants are C(=O)([O-])[O-].[Na+].[Na+].Br[C:8]1[CH:13]=[CH:12][C:11]([C:14]2([C:17]([O:19][C:20]([CH3:23])([CH3:22])[CH3:21])=[O:18])[CH2:16][CH2:15]2)=[CH:10][CH:9]=1.CC1(C)C(C)(C)OB([C:32]2[CH:33]=[N:34][C:35]([NH2:38])=[N:36][CH:37]=2)O1. The catalyst is O.C1(C)C=CC=CC=1.C(O)C.C1C=CC([P]([Pd]([P](C2C=CC=CC=2)(C2C=CC=CC=2)C2C=CC=CC=2)([P](C2C=CC=CC=2)(C2C=CC=CC=2)C2C=CC=CC=2)[P](C2C=CC=CC=2)(C2C=CC=CC=2)C2C=CC=CC=2)(C2C=CC=CC=2)C2C=CC=CC=2)=CC=1. The product is [NH2:38][C:35]1[N:36]=[CH:37][C:32]([C:8]2[CH:13]=[CH:12][C:11]([C:14]3([C:17]([O:19][C:20]([CH3:23])([CH3:22])[CH3:21])=[O:18])[CH2:16][CH2:15]3)=[CH:10][CH:9]=2)=[CH:33][N:34]=1. The yield is 0.600.